Dataset: Reaction yield outcomes from USPTO patents with 853,638 reactions. Task: Predict the reaction yield, written as a fraction of the theoretical maximum amount of product (1.0 means a 100% yield; for example, 0.34 means a 34% yield). (1) The reactants are C[O:2][C:3]([C:5]1[CH:15]=[CH:14][C:8]2[O:9][C:10]([F:13])([F:12])[O:11][C:7]=2[CH:6]=1)=O.[F:12][C:10]1([F:13])[O:9][C:8]2[CH:14]=[CH:15][C:5]([CH2:3][OH:2])=[CH:6][C:7]=2[O:11]1.[H-].[Al+3].[Li+].[H-].[H-].[H-].O.[OH-].[Na+]. The catalyst is O1CCCC1. The product is [F:13][C:10]1([F:12])[O:9][C:8]2[CH:14]=[CH:15][C:5]([CH2:3][OH:2])=[CH:6][C:7]=2[O:11]1. The yield is 0.760. (2) The reactants are [CH3:1][O:2][C:3]([C:5]1[CH2:6][N:7]([C:28]([O:30][C:31]([CH3:34])([CH3:33])[CH3:32])=[O:29])[CH2:8][CH2:9][C:10]=1[C:11]1[CH:16]=[CH:15][C:14]([O:17][CH2:18][CH2:19][O:20][Si:21]([C:24]([CH3:27])([CH3:26])[CH3:25])([CH3:23])[CH3:22])=[CH:13][CH:12]=1)=[O:4].Cl. The yield is 0.930. The product is [CH3:1][O:2][C:3]([CH:5]1[CH:10]([C:11]2[CH:16]=[CH:15][C:14]([O:17][CH2:18][CH2:19][O:20][Si:21]([C:24]([CH3:27])([CH3:25])[CH3:26])([CH3:23])[CH3:22])=[CH:13][CH:12]=2)[CH2:9][CH2:8][N:7]([C:28]([O:30][C:31]([CH3:34])([CH3:33])[CH3:32])=[O:29])[CH2:6]1)=[O:4]. The catalyst is CO. (3) The product is [CH3:1][C:2]1[N:7]2[N:8]=[C:9]([CH:11]3[CH2:13][CH:12]3[C:14]([Cl:20])=[O:15])[N:10]=[C:6]2[C:5]([CH3:17])=[N:4][CH:3]=1. No catalyst specified. The reactants are [CH3:1][C:2]1[N:7]2[N:8]=[C:9]([CH:11]3[CH2:13][CH:12]3[C:14](O)=[O:15])[N:10]=[C:6]2[C:5]([CH3:17])=[N:4][CH:3]=1.S(Cl)([Cl:20])=O. The yield is 1.00.